Dataset: Forward reaction prediction with 1.9M reactions from USPTO patents (1976-2016). Task: Predict the product of the given reaction. (1) Given the reactants [Cl:1][C:2]1[N:7]=[C:6]([N:8](C(OC(C)(C)C)=O)[N:9](C(OC(C)(C)C)=O)C(OC(C)(C)C)=O)[C:5]([F:31])=[C:4]([NH:32][CH2:33][C:34]2[N:35]=[CH:36][S:37][CH:38]=2)[N:3]=1, predict the reaction product. The product is: [Cl:1][C:2]1[NH:3][C:4]([NH:32][CH2:33][C:34]2[N:35]=[CH:36][S:37][CH:38]=2)=[C:5]([F:31])[C:6](=[N:8][NH2:9])[N:7]=1. (2) Given the reactants C1(P(=[CH:20][C:21]([O:23][CH3:24])=[O:22])(C2C=CC=CC=2)C2C=CC=CC=2)C=CC=CC=1.[C:25]1([CH:31]([C:37]2[CH:42]=[CH:41][CH:40]=[CH:39][CH:38]=2)[N:32]2[CH2:35][C:34](=O)[CH2:33]2)[CH:30]=[CH:29][CH:28]=[CH:27][CH:26]=1, predict the reaction product. The product is: [C:25]1([CH:31]([C:37]2[CH:42]=[CH:41][CH:40]=[CH:39][CH:38]=2)[N:32]2[CH2:35][C:34](=[CH:20][C:21]([O:23][CH3:24])=[O:22])[CH2:33]2)[CH:30]=[CH:29][CH:28]=[CH:27][CH:26]=1. (3) Given the reactants [C:1]1([S:7]([N:10]2[C:18]3[CH:17]=[C:16]([Sn](C)(C)C)[CH:15]=[C:14]([NH2:23])[C:13]=3[CH:12]=[N:11]2)(=[O:9])=[O:8])[CH:6]=[CH:5][CH:4]=[CH:3][CH:2]=1.Br[C:25]1[CH:30]=[CH:29][N:28]=[C:27]2[N:31]([S:35]([C:38]3[CH:43]=[CH:42][CH:41]=[CH:40][CH:39]=3)(=[O:37])=[O:36])[C:32]([CH3:34])=[CH:33][C:26]=12, predict the reaction product. The product is: [CH3:34][C:32]1[N:31]([S:35]([C:38]2[CH:43]=[CH:42][CH:41]=[CH:40][CH:39]=2)(=[O:36])=[O:37])[C:27]2=[N:28][CH:29]=[CH:30][C:25]([C:16]3[CH:15]=[C:14]([NH2:23])[C:13]4[CH:12]=[N:11][N:10]([S:7]([C:1]5[CH:6]=[CH:5][CH:4]=[CH:3][CH:2]=5)(=[O:9])=[O:8])[C:18]=4[CH:17]=3)=[C:26]2[CH:33]=1.